Dataset: Forward reaction prediction with 1.9M reactions from USPTO patents (1976-2016). Task: Predict the product of the given reaction. Given the reactants [OH-].[Na+].[F:3][C:4]1[C:5]([NH:23][C:24]2[CH:25]=[C:26]([NH:30]C(=O)C)[CH:27]=[CH:28][CH:29]=2)=[N:6][C:7]([NH:10][C:11]2[CH:16]=[C:15]([O:17][CH3:18])[C:14]([O:19][CH3:20])=[C:13]([O:21][CH3:22])[CH:12]=2)=[N:8][CH:9]=1, predict the reaction product. The product is: [NH2:30][C:26]1[CH:25]=[C:24]([NH:23][C:5]2[C:4]([F:3])=[CH:9][N:8]=[C:7]([NH:10][C:11]3[CH:16]=[C:15]([O:17][CH3:18])[C:14]([O:19][CH3:20])=[C:13]([O:21][CH3:22])[CH:12]=3)[N:6]=2)[CH:29]=[CH:28][CH:27]=1.